This data is from Catalyst prediction with 721,799 reactions and 888 catalyst types from USPTO. The task is: Predict which catalyst facilitates the given reaction. (1) Reactant: [CH2:1]([O:3][C:4]([C:6]1[C:7]([CH2:18]Br)=[N:8][N:9]([C:11]2[C:16]([F:17])=[CH:15][CH:14]=[CH:13][N:12]=2)[CH:10]=1)=[O:5])[CH3:2].[I-].[K+].[C:22](=O)([O-])[O-:23].[K+].[K+].CO. Product: [F:17][C:16]1[C:11]([N:9]2[CH:10]=[C:6]([C:4]([O:3][CH2:1][CH3:2])=[O:5])[C:7]([CH2:18][O:23][CH3:22])=[N:8]2)=[N:12][CH:13]=[CH:14][CH:15]=1. The catalyst class is: 21. (2) Reactant: [NH2:1][C@H:2]1[C@@H:6]2[O:7][C:8]([CH3:11])([CH3:10])[O:9][C@@H:5]2[C@@H:4]([OH:12])[CH2:3]1.C(=O)([O-])[O-].[Na+].[Na+].[CH2:19](Br)[C:20]1[CH:25]=[CH:24][CH:23]=[CH:22][CH:21]=1.N. Product: [CH2:19]([N:1]([C@H:2]1[C@@H:6]2[O:7][C:8]([CH3:10])([CH3:11])[O:9][C@@H:5]2[C@@H:4]([OH:12])[CH2:3]1)[CH2:19][C:20]1[CH:25]=[CH:24][CH:23]=[CH:22][CH:21]=1)[C:20]1[CH:25]=[CH:24][CH:23]=[CH:22][CH:21]=1. The catalyst class is: 97. (3) Reactant: [Br:1][C:2]1[CH:3]=[C:4]([Cl:9])[C:5]([Cl:8])=[N:6][CH:7]=1.[H-].[Na+].C(O[C:15](=O)[CH2:16][N:17]=C(C1C=CC=CC=1)C1C=CC=CC=1)C.CI. Product: [ClH:8].[Br:1][C:2]1[CH:3]=[C:4]([Cl:9])[C:5]([CH:16]([CH3:15])[NH2:17])=[N:6][CH:7]=1. The catalyst class is: 35. (4) Reactant: [CH:1]1([C:7](Cl)=[O:8])[CH2:6][CH2:5][CH2:4][CH2:3][CH2:2]1.[S:10]1[CH:14]=[CH:13][CH:12]=[C:11]1[CH2:15][NH2:16]. Product: [S:10]1[CH:14]=[CH:13][CH:12]=[C:11]1[CH2:15][NH:16][C:7]([CH:1]1[CH2:6][CH2:5][CH2:4][CH2:3][CH2:2]1)=[O:8]. The catalyst class is: 2. (5) Reactant: [C:1]([C:4]1[CH:13]=[C:12]([O:14][CH2:15][C:16]2[CH:21]=[CH:20][CH:19]=[CH:18][CH:17]=2)[CH:11]=[C:10]2[C:5]=1[CH:6]=[CH:7][C:8](=[O:22])[NH:9]2)(=[O:3])[CH3:2].I([Cl:26])(=O)=O.I(Cl)(=O)=O.C([N+](C)(C)C)C1C=CC=CC=1.ClC(Cl)C.C(=O)([O-])[O-].[Na+].[Na+].S([O-])([O-])=O.[Na+].[Na+]. Product: [CH2:15]([O:14][C:12]1[CH:11]=[C:10]2[C:5]([CH:6]=[CH:7][C:8](=[O:22])[NH:9]2)=[C:4]([C:1](=[O:3])[CH2:2][Cl:26])[CH:13]=1)[C:16]1[CH:21]=[CH:20][CH:19]=[CH:18][CH:17]=1. The catalyst class is: 86. (6) Reactant: N12[Si]34N5[Si]61N3[Si]25N64.[O:8]=O.S(=O)(=O)(O)O.OO.NCCC[Si]([O:26][CH3:27])(OC)OC.P([O-])([O-])([O-])=O.[Na+].[Na+].[Na+].[O:36]=[C:37]([C@H:39]([CH2:41][C:42]1[CH:49]=[C:47]([OH:48])[C:45]([OH:46])=[CH:44][CH:43]=1)[NH2:40])[OH:38].[C:50]1([CH3:56])[CH:55]=CC=C[CH:51]=1. Product: [C:27]([NH:40][C@@H:39]([CH2:41][C:42]1[CH:49]=[C:47]([OH:48])[C:45]([OH:46])=[CH:44][CH:43]=1)[C:37]([OH:38])=[O:36])([O:26][C:50]([CH3:56])([CH3:55])[CH3:51])=[O:8]. The catalyst class is: 22. (7) Reactant: [CH3:1][N:2]1[CH2:24][CH2:23][C:5]2[N:6]([CH2:14][CH:15]([C:17]3[CH:22]=[CH:21][N:20]=[CH:19][CH:18]=3)[NH2:16])[C:7]3[CH:8]=[CH:9][C:10]([CH3:13])=[CH:11][C:12]=3[C:4]=2[CH2:3]1.N1C=CC=CC=1.[C:31](Cl)(=[O:33])[CH3:32]. Product: [CH3:1][N:2]1[CH2:24][CH2:23][C:5]2[N:6]([CH2:14][CH:15]([NH:16][C:31](=[O:33])[CH3:32])[C:17]3[CH:18]=[CH:19][N:20]=[CH:21][CH:22]=3)[C:7]3[CH:8]=[CH:9][C:10]([CH3:13])=[CH:11][C:12]=3[C:4]=2[CH2:3]1. The catalyst class is: 2. (8) Reactant: [CH3:1][C:2]1[NH:3][C:4]2[C:9]([CH:10]=1)=[CH:8][C:7]([C:11]#[N:12])=[CH:6][CH:5]=2.[Cl:13][C:14]1[CH:19]=[CH:18][C:17]([CH2:20]Cl)=[CH:16][CH:15]=1.[OH-].[K+]. Product: [Cl:13][C:14]1[CH:19]=[CH:18][C:17]([CH2:20][N:3]2[C:4]3[C:9](=[CH:8][C:7]([C:11]#[N:12])=[CH:6][CH:5]=3)[CH:10]=[C:2]2[CH3:1])=[CH:16][CH:15]=1. The catalyst class is: 58.